The task is: Predict the reaction yield, written as a fraction of the theoretical maximum amount of product (1.0 means a 100% yield; for example, 0.34 means a 34% yield).. This data is from Reaction yield outcomes from USPTO patents with 853,638 reactions. (1) The reactants are [NH2:1][C@@H:2]([CH2:7][CH2:8][S:9][CH3:10])[C:3]([O:5][CH3:6])=[O:4].C(=O)([O-])[O-].[Na+].[Na+].[CH3:17][C:18]([O:21][C:22](O[C:22]([O:21][C:18]([CH3:20])([CH3:19])[CH3:17])=[O:23])=[O:23])([CH3:20])[CH3:19]. The catalyst is O1CCOCC1.O. The product is [C:18]([O:21][C:22]([NH:1][C@@H:2]([CH2:7][CH2:8][S:9][CH3:10])[C:3]([O:5][CH3:6])=[O:4])=[O:23])([CH3:20])([CH3:19])[CH3:17]. The yield is 0.630. (2) The reactants are [CH3:1][O:2][CH2:3][C:4]([NH:6][C:7]1[CH:12]=[CH:11][C:10]([C:13]2[N:14]=[C:15]([CH2:18][N:19]3[CH:23]=[C:22]([C:24]([O:26]CC)=[O:25])[CH:21]=[N:20]3)[S:16][CH:17]=2)=[CH:9][CH:8]=1)=[O:5].[OH-].[Na+].Cl. The catalyst is C(O)C.[Cl-].[Na+].O. The product is [CH3:1][O:2][CH2:3][C:4]([NH:6][C:7]1[CH:12]=[CH:11][C:10]([C:13]2[N:14]=[C:15]([CH2:18][N:19]3[CH:23]=[C:22]([C:24]([OH:26])=[O:25])[CH:21]=[N:20]3)[S:16][CH:17]=2)=[CH:9][CH:8]=1)=[O:5]. The yield is 0.490. (3) The reactants are [O:1]1[C:5]2[CH:6]=[CH:7][C:8]([CH:10]=[C:11]3[CH2:16][CH2:15][N:14]([C:17]([O:19][C:20]([CH3:23])([CH3:22])[CH3:21])=[O:18])[CH2:13][CH2:12]3)=[CH:9][C:4]=2[O:3][CH2:2]1. The catalyst is CO.[Pd]. The product is [O:1]1[C:5]2[CH:6]=[CH:7][C:8]([CH2:10][CH:11]3[CH2:12][CH2:13][N:14]([C:17]([O:19][C:20]([CH3:23])([CH3:22])[CH3:21])=[O:18])[CH2:15][CH2:16]3)=[CH:9][C:4]=2[O:3][CH2:2]1. The yield is 0.800. (4) The reactants are [NH2:1][CH2:2][CH2:3][NH:4][C:5](=[O:13])[C:6]1[CH:11]=[CH:10][CH:9]=[CH:8][C:7]=1[OH:12].[CH3:14][O:15][CH:16]([O:19][CH3:20])[CH:17]=O.C(O[BH-](OC(=O)C)OC(=O)C)(=O)C.[Na+]. The catalyst is C(Cl)Cl.CCOC(C)=O. The product is [CH3:14][O:15][CH:16]([O:19][CH3:20])[CH2:17][NH:1][CH2:2][CH2:3][NH:4][C:5](=[O:13])[C:6]1[CH:11]=[CH:10][CH:9]=[CH:8][C:7]=1[OH:12]. The yield is 0.970. (5) The reactants are [CH3:1][N:2]([CH:10]1[CH2:15][CH2:14][C:13]([C:16]2[C:24]3[C:19](=[CH:20][CH:21]=[C:22]([NH:25][C:26]([C:28]4[S:29][CH:30]=[CH:31][CH:32]=4)=[NH:27])[CH:23]=3)[NH:18][CH:17]=2)=[CH:12][CH2:11]1)C(=O)OC(C)(C)C.C(O)(C(F)(F)F)=O. The catalyst is C(Cl)Cl. The product is [CH3:1][NH:2][CH:10]1[CH2:15][CH2:14][C:13]([C:16]2[C:24]3[C:19](=[CH:20][CH:21]=[C:22]([NH:25][C:26]([C:28]4[S:29][CH:30]=[CH:31][CH:32]=4)=[NH:27])[CH:23]=3)[NH:18][CH:17]=2)=[CH:12][CH2:11]1. The yield is 0.740. (6) The catalyst is O.O1CCCC1. The reactants are [H-].[Al+3].[Li+].[H-].[H-].[H-].[CH2:7]([O:14][C@@H:15]1[CH2:18][C@H:17]([NH:19][C:20](=[O:26])[O:21][C:22]([CH3:25])([CH3:24])[CH3:23])[CH2:16]1)[C:8]1[CH:13]=[CH:12][CH:11]=[CH:10][CH:9]=1.[OH-].[Na+].[C:29](OC(OC(C)(C)C)=O)(OC(C)(C)C)=O. The product is [CH2:7]([O:14][C@@H:15]1[CH2:16][C@H:17]([N:19]([CH3:29])[C:20](=[O:26])[O:21][C:22]([CH3:23])([CH3:25])[CH3:24])[CH2:18]1)[C:8]1[CH:13]=[CH:12][CH:11]=[CH:10][CH:9]=1. The yield is 0.800. (7) The reactants are [H-].[Na+].[Br:3][C:4]1[C:15](=[O:16])[NH:14][C:7]2[N:8]=[C:9]([S:12][CH3:13])[N:10]=[CH:11][C:6]=2[CH:5]=1.[CH2:17](Br)[CH3:18]. The catalyst is CN(C)C=O. The product is [Br:3][C:4]1[C:15](=[O:16])[N:14]([CH2:17][CH3:18])[C:7]2[N:8]=[C:9]([S:12][CH3:13])[N:10]=[CH:11][C:6]=2[CH:5]=1. The yield is 0.760.